Dataset: Full USPTO retrosynthesis dataset with 1.9M reactions from patents (1976-2016). Task: Predict the reactants needed to synthesize the given product. The reactants are: F[B-](F)(F)F.F[B-](F)(F)F.ClC[N+]12CC[N+]([F:21])(CC1)CC2.C([O:24][C:25]([C:27]1[N:32]=[C:31]([CH3:33])[CH:30]=[CH:29][N:28]=1)=[CH2:26])C.C(OCC)(=O)C. Given the product [F:21][CH2:24][C:25]([C:27]1[N:32]=[C:31]([CH3:33])[CH:30]=[CH:29][N:28]=1)=[O:26], predict the reactants needed to synthesize it.